This data is from Forward reaction prediction with 1.9M reactions from USPTO patents (1976-2016). The task is: Predict the product of the given reaction. Given the reactants FC(F)(F)C(O)=O.[CH3:8][S:9]([C:12]1[CH:33]=[CH:32][C:15]([O:16][C:17]2[N:22]=[CH:21][N:20]=[C:19]3[N:23]([CH:26]4[CH2:31][CH2:30][NH:29][CH2:28][CH2:27]4)[N:24]=[CH:25][C:18]=23)=[CH:14][CH:13]=1)(=[O:11])=[O:10].Cl[C:35]([O:37][CH3:38])=[O:36], predict the reaction product. The product is: [CH3:38][O:37][C:35]([N:29]1[CH2:28][CH2:27][CH:26]([N:23]2[C:19]3=[N:20][CH:21]=[N:22][C:17]([O:16][C:15]4[CH:14]=[CH:13][C:12]([S:9]([CH3:8])(=[O:11])=[O:10])=[CH:33][CH:32]=4)=[C:18]3[CH:25]=[N:24]2)[CH2:31][CH2:30]1)=[O:36].